The task is: Regression. Given two drug SMILES strings and cell line genomic features, predict the synergy score measuring deviation from expected non-interaction effect.. This data is from NCI-60 drug combinations with 297,098 pairs across 59 cell lines. Drug 1: CC1=C2C(C(=O)C3(C(CC4C(C3C(C(C2(C)C)(CC1OC(=O)C(C(C5=CC=CC=C5)NC(=O)OC(C)(C)C)O)O)OC(=O)C6=CC=CC=C6)(CO4)OC(=O)C)O)C)O. Drug 2: CNC(=O)C1=NC=CC(=C1)OC2=CC=C(C=C2)NC(=O)NC3=CC(=C(C=C3)Cl)C(F)(F)F. Cell line: M14. Synergy scores: CSS=32.0, Synergy_ZIP=6.46, Synergy_Bliss=12.0, Synergy_Loewe=3.76, Synergy_HSA=11.3.